This data is from Catalyst prediction with 721,799 reactions and 888 catalyst types from USPTO. The task is: Predict which catalyst facilitates the given reaction. (1) Reactant: [CH3:1][O:2][C@H:3]1[C@H:8]([NH:9][C:10](=[O:16])[O:11][C:12]([CH3:15])([CH3:14])[CH3:13])[CH:7]=[C:6]([C:17]2[CH:22]=[CH:21][N:20]=[CH:19][C:18]=2[N+:23]([O-])=O)[CH2:5][C@@H:4]1[CH3:26]. Product: [C:10](=[O:11])([O-:16])[NH2:9].[NH2:23][C:18]1[CH:19]=[N:20][CH:21]=[CH:22][C:17]=1[C@H:6]1[CH2:7][C@@H:8]([NH:9][C:10](=[O:16])[O:11][C:12]([CH3:13])([CH3:14])[CH3:15])[C@H:3]([O:2][CH3:1])[C@@H:4]([CH3:26])[CH2:5]1. The catalyst class is: 50. (2) Reactant: [CH2:1]([N:8]1[CH2:13][CH2:12][C:11](=O)[CH2:10][CH2:9]1)[C:2]1[CH:7]=[CH:6][CH:5]=[CH:4][CH:3]=1.[NH2:15][C:16]1[CH:17]=[C:18]2[C:22](=[CH:23][CH:24]=1)[NH:21][N:20]=[CH:19]2.C(O)(=O)C.C(=O)([O-])O.[Na+]. Product: [CH2:1]([N:8]1[CH2:13][CH2:12][CH:11]([NH:15][C:16]2[CH:17]=[C:18]3[C:22](=[CH:23][CH:24]=2)[NH:21][N:20]=[CH:19]3)[CH2:10][CH2:9]1)[C:2]1[CH:7]=[CH:6][CH:5]=[CH:4][CH:3]=1. The catalyst class is: 5. (3) Reactant: C(C(=O)C([O-])=O)C.COC1C=CC(NN)=CC=1.C1C(=O)N(Cl)C(=O)C1.[CH2:26]1[CH2:32][C:30](=[O:31])[NH:29][CH2:28][CH2:27]1.P(Cl)(Cl)(Cl)(Cl)Cl.[NH:39]1[CH2:44][CH2:43][O:42][CH2:41][CH2:40]1. The catalyst class is: 413. Product: [N:39]1([C:32]2[C:30](=[O:31])[NH:29][CH2:28][CH2:27][CH:26]=2)[CH2:44][CH2:43][O:42][CH2:41][CH2:40]1.